From a dataset of Reaction yield outcomes from USPTO patents with 853,638 reactions. Predict the reaction yield, written as a fraction of the theoretical maximum amount of product (1.0 means a 100% yield; for example, 0.34 means a 34% yield). (1) The reactants are CO[C:3](=[O:14])[C:4]1[CH:9]=[C:8]([N+:10]([O-:12])=[O:11])[CH:7]=[CH:6][C:5]=1F.C([O-])([O-])=O.[K+].[K+].[CH:21]([NH:24][NH2:25])([CH3:23])[CH3:22]. The catalyst is CN(C=O)C. The product is [CH:21]([N:24]1[C:5]2[C:4](=[CH:9][C:8]([N+:10]([O-:12])=[O:11])=[CH:7][CH:6]=2)[C:3](=[O:14])[NH:25]1)([CH3:23])[CH3:22]. The yield is 0.250. (2) The catalyst is C1COCC1. The product is [C:19]([O:1][CH2:2][C:3]1[CH:4]=[C:5]2[C:10](=[CH:11][CH:12]=1)[CH:9]=[C:8]([OH:13])[CH:7]=[CH:6]2)(=[O:23])[C:20]([CH3:22])=[CH2:21]. The yield is 0.560. The reactants are [OH:1][CH2:2][C:3]1[CH:4]=[C:5]2[C:10](=[CH:11][CH:12]=1)[CH:9]=[C:8]([OH:13])[CH:7]=[CH:6]2.C([Li])CCC.[C:19](Cl)(=[O:23])[C:20]([CH3:22])=[CH2:21].[Cl-].[NH4+].